From a dataset of Catalyst prediction with 721,799 reactions and 888 catalyst types from USPTO. Predict which catalyst facilitates the given reaction. (1) Product: [CH3:1][O:2][C:3]([CH:5]1[CH2:8][N:7]([C:9]2[CH:14]=[CH:13][C:12]([CH:15]=[N:23][OH:24])=[CH:11][CH:10]=2)[CH2:6]1)=[O:4]. The catalyst class is: 24. Reactant: [CH3:1][O:2][C:3]([CH:5]1[CH2:8][N:7]([C:9]2[CH:14]=[CH:13][C:12]([CH:15]=O)=[CH:11][CH:10]=2)[CH2:6]1)=[O:4].C([O-])(=O)C.[Na+].Cl.[NH2:23][OH:24]. (2) Product: [CH:5]1([C:3](=[O:4])[CH:13]=[CH2:14])[CH2:10][CH2:9][CH2:8][CH2:7][CH2:6]1. Reactant: CN(OC)[C:3]([CH:5]1[CH2:10][CH2:9][CH2:8][CH2:7][CH2:6]1)=[O:4].[CH:13]([Mg]Br)=[CH2:14].[NH4+].[Cl-]. The catalyst class is: 1. (3) Reactant: [N+:1]([C:4]1[CH:10]=[CH:9][CH:8]=[CH:7][C:5]=1[NH2:6])([O-:3])=[O:2].[S-:11][C:12]#[N:13].[NH4+]. Product: [N+:1]([C:4]1[CH:10]=[C:9]([S:11][C:12]#[N:13])[CH:8]=[CH:7][C:5]=1[NH2:6])([O-:3])=[O:2]. The catalyst class is: 5. (4) Product: [C:17]([NH:25][C:26]([NH:8][C:7]1[C:6]([O:9][CH3:10])=[CH:5][N:4]=[C:3]([C:11]2[CH:12]=[CH:13][CH:14]=[CH:15][CH:16]=2)[C:2]=1[I:1])=[S:27])(=[O:24])[C:18]1[CH:23]=[CH:22][CH:21]=[CH:20][CH:19]=1. Reactant: [I:1][C:2]1[C:3]([C:11]2[CH:16]=[CH:15][CH:14]=[CH:13][CH:12]=2)=[N:4][CH:5]=[C:6]([O:9][CH3:10])[C:7]=1[NH2:8].[C:17]([N:25]=[C:26]=[S:27])(=[O:24])[C:18]1[CH:23]=[CH:22][CH:21]=[CH:20][CH:19]=1. The catalyst class is: 21. (5) Reactant: [CH3:1][NH2:2].[Cl:3][C:4]1[CH:5]=[CH:6][C:7]([O:14][CH3:15])=[C:8]([CH2:10][C:11](Cl)=[O:12])[CH:9]=1.C(OCC)C. Product: [Cl:3][C:4]1[CH:5]=[CH:6][C:7]([O:14][CH3:15])=[C:8]([CH2:10][C:11]([NH:2][CH3:1])=[O:12])[CH:9]=1. The catalyst class is: 7. (6) Reactant: [OH:1][CH2:2][CH2:3][C@H:4]1[C:16]2[C:15]3[C:14]([O:17][CH:18]4[CH2:23][CH2:22][CH:21]([NH:24][C:25](=[O:31])[O:26][C:27]([CH3:30])([CH3:29])[CH3:28])[CH2:20][CH2:19]4)=[N:13][CH:12]=[N:11][C:10]=3[S:9][C:8]=2[CH2:7][CH2:6][CH2:5]1.C(N(CC)CC)C.[CH3:39][S:40](Cl)(=[O:42])=[O:41]. Product: [CH3:39][S:40]([O:1][CH2:2][CH2:3][C@H:4]1[C:16]2[C:15]3[C:14]([O:17][CH:18]4[CH2:23][CH2:22][CH:21]([NH:24][C:25](=[O:31])[O:26][C:27]([CH3:28])([CH3:30])[CH3:29])[CH2:20][CH2:19]4)=[N:13][CH:12]=[N:11][C:10]=3[S:9][C:8]=2[CH2:7][CH2:6][CH2:5]1)(=[O:42])=[O:41]. The catalyst class is: 2.